Dataset: Full USPTO retrosynthesis dataset with 1.9M reactions from patents (1976-2016). Task: Predict the reactants needed to synthesize the given product. (1) Given the product [Cl:21][CH:32]([C:29]1[CH:28]=[CH:27][C:26]([F:25])=[CH:31][N:30]=1)[CH3:33], predict the reactants needed to synthesize it. The reactants are: C1(P(C2C=CC=CC=2)C2C=CC=CC=2)C=CC=CC=1.C(Cl)(Cl)(Cl)[Cl:21].[F:25][C:26]1[CH:27]=[CH:28][C:29]([CH:32](O)[CH3:33])=[N:30][CH:31]=1.CCCCC. (2) Given the product [Br:1][C:2]1[CH:7]=[C:6]([O:8][CH3:9])[C:5]([O:10][CH3:11])=[CH:4][C:3]=1[CH2:12][N:18]1[C:14](=[O:24])[C:15]2[C:16](=[CH:20][CH:21]=[CH:22][CH:23]=2)[C:17]1=[O:19], predict the reactants needed to synthesize it. The reactants are: [Br:1][C:2]1[CH:7]=[C:6]([O:8][CH3:9])[C:5]([O:10][CH3:11])=[CH:4][C:3]=1[CH2:12]Cl.[C:14]1(=[O:24])[NH:18][C:17](=[O:19])[C:16]2=[CH:20][CH:21]=[CH:22][CH:23]=[C:15]12.[K]. (3) Given the product [CH2:1]([O:8][N:9]1[C:15](=[O:16])[N:14]2[CH2:17][C@H:10]1[CH2:11][CH2:12][C@H:13]2[C:18]([NH:21][O:22][CH:23]1[CH2:24][CH2:25][N:26]([C:29]([O:31][C:32]([CH3:35])([CH3:34])[CH3:33])=[O:30])[CH2:27][CH2:28]1)=[O:20])[C:2]1[CH:3]=[CH:4][CH:5]=[CH:6][CH:7]=1, predict the reactants needed to synthesize it. The reactants are: [CH2:1]([O:8][N:9]1[C:15](=[O:16])[N:14]2[CH2:17][C@H:10]1[CH2:11][CH2:12][C@H:13]2[C:18]([OH:20])=O)[C:2]1[CH:7]=[CH:6][CH:5]=[CH:4][CH:3]=1.[NH2:21][O:22][CH:23]1[CH2:28][CH2:27][N:26]([C:29]([O:31][C:32]([CH3:35])([CH3:34])[CH3:33])=[O:30])[CH2:25][CH2:24]1.ON1C2C=CC=CC=2N=N1.Cl.C(N=C=NCCCN(C)C)C. (4) Given the product [ClH:12].[OH:4][CH:2]([CH2:1][O:5][C:6]1[CH:11]=[CH:10][CH:9]=[C:8]([Cl:12])[CH:7]=1)[CH2:3][NH:25][C:14]([CH3:24])([CH3:13])[CH2:15][C:16]1[CH:21]=[CH:20][C:19]([O:22][CH3:23])=[CH:18][CH:17]=1, predict the reactants needed to synthesize it. The reactants are: [CH2:1]([O:5][C:6]1[CH:11]=[CH:10][CH:9]=[C:8]([Cl:12])[CH:7]=1)[CH:2]1[O:4][CH2:3]1.[CH3:13][C:14]([NH2:25])([CH3:24])[CH2:15][C:16]1[CH:21]=[CH:20][C:19]([O:22][CH3:23])=[CH:18][CH:17]=1. (5) Given the product [CH3:28][C:27]1[N:26]([C:29]2[CH:34]=[CH:33][C:32]([C:35]([F:37])([F:36])[F:38])=[CH:31][N:30]=2)[N:25]=[CH:24][C:23]=1[C:21]([NH:20][C:17]1[CH:18]=[N:19][C:14]([CH:11]2[CH2:12][CH2:13][NH:8][CH2:9][CH2:10]2)=[CH:15][CH:16]=1)=[O:22], predict the reactants needed to synthesize it. The reactants are: C(OC([N:8]1[CH2:13][CH2:12][CH:11]([C:14]2[N:19]=[CH:18][C:17]([NH:20][C:21]([C:23]3[CH:24]=[N:25][N:26]([C:29]4[CH:34]=[CH:33][C:32]([C:35]([F:38])([F:37])[F:36])=[CH:31][N:30]=4)[C:27]=3[CH3:28])=[O:22])=[CH:16][CH:15]=2)[CH2:10][CH2:9]1)=O)(C)(C)C.FC(F)(F)C(O)=O.[OH-].[Na+]. (6) Given the product [F:30][C:31]1[CH:36]=[CH:35][C:34]([F:37])=[CH:33][C:32]=1[S:38]([NH:1][C:2]1[CH:7]=[CH:6][CH:5]=[C:4]([C:8]2[C:12]([C:13]3[CH:18]=[CH:17][N:16]=[C:15]([NH:19][CH3:20])[CH:14]=3)=[CH:11][N:10]([CH2:21][C:22]3[CH:23]=[CH:24][C:25]([O:28][CH3:29])=[CH:26][CH:27]=3)[N:9]=2)[CH:3]=1)(=[O:40])=[O:39], predict the reactants needed to synthesize it. The reactants are: [NH2:1][C:2]1[CH:3]=[C:4]([C:8]2[C:12]([C:13]3[CH:18]=[CH:17][N:16]=[C:15]([NH:19][CH3:20])[CH:14]=3)=[CH:11][N:10]([CH2:21][C:22]3[CH:27]=[CH:26][C:25]([O:28][CH3:29])=[CH:24][CH:23]=3)[N:9]=2)[CH:5]=[CH:6][CH:7]=1.[F:30][C:31]1[CH:36]=[CH:35][C:34]([F:37])=[CH:33][C:32]=1[S:38](Cl)(=[O:40])=[O:39].[Na].